This data is from Drug-target binding data from BindingDB using IC50 measurements. The task is: Regression. Given a target protein amino acid sequence and a drug SMILES string, predict the binding affinity score between them. We predict pIC50 (pIC50 = -log10(IC50 in M); higher means more potent). Dataset: bindingdb_ic50. (1) The drug is CC1=CC[C@H]2C(C)(C)CCC[C@]2(C)[C@H]1C[C@@H](O)[C@H](C)CCC/C(C)=C/Cc1cc(O)ccc1O. The target protein (P0CT06) has sequence MASKNMVNPAVEPSMEDDLFAREVAEVKQWWSDPRWRYTKRPFTAEQIVSKRGNLKIEYPSNAQSKKLWKILEGRFQKRDASYTYGCLEPTMVTQMAKYLDTVYVSGWQSSSTASSSDEPGPDLADYPYTTVPNKVSHLFMAQLFHDRKQRHERLSAPKSERSKLQNIDYLRPIIADADTGHGGLTAVMKLTKLFIEKGAAGIHIEDQAPGTKKCGHMAGKVLVPISEHINRLVAIRAQADIMGVDLLAIARTDAEAATLITTSIDPRDHAFILGCTNPSLQPLADLMNTAEQSGKTGDQLQAIEDEWMAKANLKRFDDAVVDVINSSSSIRNPKDVAAKYLQAAKGKSNREARAIASSLGVPEIFFDWDSPRTREGYFRIKGGCDCAINRAIAYAPYADAIWMESKLPDYEQAKEFAEGVHAVYPEQKLAYNLSPSFNWKTAMPRDEQETYIRRLAGLGYCWQFITLAGLHTTALISDRFARAYSEVGMRAYGELVQEP.... The pIC50 is 4.8. (2) The drug is CC(C)[C@@]1(O)[C@@H](O)[C@@]2(O)[C@@]3(C)C[C@]4(O)O[C@@]5([C@H](O)[C@@H](C)CC[C@]35O)[C@@]2(O)[C@@]41C. The target protein (P11716) has sequence MGDGGEGEDEVQFLRTDDEVVLQCSATVLKEQLKLCLAAEGFGNRLCFLEPTSNAQNVPPDLAICCFTLEQSLSVRALQEMLANTVEAGVESSQGGGHRTLLYGHAILLRHAHSRMYLSCLTTSRSMTDKLAFDVGLQEDATGEACWWTMHPASKQRSEGEKVRVGDDLILVSVSSERYLHLSTASGELQVDASFMQTLWNMNPICSCCEEGYVTGGHVLRLFHGHMDECLTISAADSDDQRRLVYYEGGAVCTHARSLWRLEPLRISWSGSHLRWGQPLRIRHVTTGRYLALTEDQGLVVVDACKAHTKATSFCFRVSKEKLDTAPKRDVEGMGPPEIKYGESLCFVQHVASGLWLTYAAPDPKALRLGVLKKKAILHQEGHMDDALFLTRCQQEESQAARMIHSTAGLYNQFIKGLDSFSGKPRGSGPPAGPALPIEAVILSLQDLIGYFEPPSEELQHEEKQSKLRSLRNRQSLFQEEGMLSLVLNCIDRLNVYTTA.... The pIC50 is 4.5. (3) The drug is NC(=O)c1cc2c(Oc3ccc(Br)cc3)cncc2s1. The target protein (P19320) has sequence MPGKMVVILGASNILWIMFAASQAFKIETTPESRYLAQIGDSVSLTCSTTGCESPFFSWRTQIDSPLNGKVTNEGTTSTLTMNPVSFGNEHSYLCTATCESRKLEKGIQVEIYSFPKDPEIHLSGPLEAGKPITVKCSVADVYPFDRLEIDLLKGDHLMKSQEFLEDADRKSLETKSLEVTFTPVIEDIGKVLVCRAKLHIDEMDSVPTVRQAVKELQVYISPKNTVISVNPSTKLQEGGSVTMTCSSEGLPAPEIFWSKKLDNGNLQHLSGNATLTLIAMRMEDSGIYVCEGVNLIGKNRKEVELIVQEKPFTVEISPGPRIAAQIGDSVMLTCSVMGCESPSFSWRTQIDSPLSGKVRSEGTNSTLTLSPVSFENEHSYLCTVTCGHKKLEKGIQVELYSFPRDPEIEMSGGLVNGSSVTVSCKVPSVYPLDRLEIELLKGETILENIEFLEDTDMKSLENKSLEMTFIPTIEDTGKALVCQAKLHIDDMEFEPKQRQ.... The pIC50 is 7.7. (4) The compound is COc1ccccc1C1(O)CCN(CCCn2c3ccccc3c3ccccc32)CC1. The target protein (P31651) has sequence MDRKVAVHEDGYPVVSWVPEEGEMMDQKGKDQVKDRGQWTNKMEFVLSVAGEIIGLGNVWRFPYLCYKNGGGAFFIPYFIFFFSCGIPVFFLEVALGQYSSQGSVTAWRKICPLLQGIGMASVVIESYLNIYYIIILAWALFYLFSSFTWELPWTTCTNSWNTEHCVDFLNHSSARGVSSSENFTSPVMEFWERRVLGITSGIHDLGSLRWELALCLLLAWIICYFCIWKGVKSTGKVVYFTATFPYLMLIILLIRGVTLPGAYQGIVFYLKPDLLRLKDPQVWMDAGTQIFFSFAICQGCLTALGSYNKYHNNCYRDSIALCFLNSATSFVAGFVVFSILGFMSQEQGIPISEVAESGPGLAFIAFPKAVTMMPLSQLWSCLFFIMLLFLGLDSQFVCMECLVTASMDMFPQQLRKSGRRDVLILAISVLCYLMGLLLVTEGGMYIFQLFDYYASSGICLLFLSLFEVICIGWVYGADRFYDNVEDMIGYRPWPLVKIS.... The pIC50 is 5.8. (5) The drug is CCCc1cc(C(=O)N[C@@H](Cc2ccccc2)[C@H](O)CNCc2cccc(C(F)(F)F)c2)cc(N2CCCCS2(=O)=O)c1. The target protein (Q9Y5Z0) has sequence MGALARALLLPLLAQWLLRAAPELAPAPFTLPLRVAAATNRVVAPTPGPGTPAERHADGLALALEPALASPAGAANFLAMVDNLQGDSGRGYYLEMLIGTPPQKLQILVDTGSSNFAVAGTPHSYIDTYFDTERSSTYRSKGFDVTVKYTQGSWTGFVGEDLVTIPKGFNTSFLVNIATIFESENFFLPGIKWNGILGLAYATLAKPSSSLETFFDSLVTQANIPNVFSMQMCGAGLPVAGSGTNGGSLVLGGIEPSLYKGDIWYTPIKEEWYYQIEILKLEIGGQSLNLDCREYNADKAIVDSGTTLLRLPQKVFDAVVEAVARASLIPEFSDGFWTGSQLACWTNSETPWSYFPKISIYLRDENSSRSFRITILPQLYIQPMMGAGLNYECYRFGISPSTNALVIGATVMEGFYVIFDRAQKRVGFAASPCAEIAGAAVSEISGPFSTEDVASNCVPAQSLSEPILWIVSYALMSVCGAILLVLIVLLLLPFRCQRRP.... The pIC50 is 5.8. (6) The drug is O=C(Nc1ccc(Cl)cc1)c1ccnn1CCc1cccnc1. The target protein (P17948) has sequence MVSYWDTGVLLCALLSCLLLTGSSSGSKLKDPELSLKGTQHIMQAGQTLHLQCRGEAAHKWSLPEMVSKESERLSITKSACGRNGKQFCSTLTLNTAQANHTGFYSCKYLAVPTSKKKETESAIYIFISDTGRPFVEMYSEIPEIIHMTEGRELVIPCRVTSPNITVTLKKFPLDTLIPDGKRIIWDSRKGFIISNATYKEIGLLTCEATVNGHLYKTNYLTHRQTNTIIDVQISTPRPVKLLRGHTLVLNCTATTPLNTRVQMTWSYPDEKNKRASVRRRIDQSNSHANIFYSVLTIDKMQNKDKGLYTCRVRSGPSFKSVNTSVHIYDKAFITVKHRKQQVLETVAGKRSYRLSMKVKAFPSPEVVWLKDGLPATEKSARYLTRGYSLIIKDVTEEDAGNYTILLSIKQSNVFKNLTATLIVNVKPQIYEKAVSSFPDPALYPLGSRQILTCTAYGIPQPTIKWFWHPCNHNHSEARCDFCSNNEESFILDADSNMGN.... The pIC50 is 5.0.